From a dataset of Forward reaction prediction with 1.9M reactions from USPTO patents (1976-2016). Predict the product of the given reaction. (1) Given the reactants [NH:1]([C:15]([O:17]C(C)(C)C)=O)[C@H:2]([C:4]([N:6]1[CH2:14][C@H:12]([OH:13])[CH2:11][C@H:7]1[C:8]([OH:10])=O)=[O:5])[CH3:3].C([C:29]1[S:30][CH:31]=[CH:32][N:33]=1)C1C=CC=CC=1.[CH2:34](Cl)CCl.[CH:38]1[CH:39]=[CH:40][C:41]2N(O)N=N[C:42]=2[CH:43]=1.[NH:48]([C:57]([CH3:59])=[O:58])[C@H:49](C(O)=O)[CH2:50][CH:51]([CH3:53])[CH3:52].[CH2:60]([N:62](CC)CC)C, predict the reaction product. The product is: [C:57]([NH:48][C@@H:49]([CH2:50][CH:51]([CH3:53])[CH3:52])[C:15]([NH:1][C@@H:2]([CH3:3])[C:4]([N:6]1[CH2:14][C@H:12]([OH:13])[CH2:11][C@H:7]1[C:8]([NH:62][CH2:60][C:38]1[CH:39]=[CH:40][C:41]([C:31]2[S:30][CH:29]=[N:33][C:32]=2[CH3:34])=[CH:42][CH:43]=1)=[O:10])=[O:5])=[O:17])(=[O:58])[CH3:59]. (2) Given the reactants [CH2:1]([NH:8][C:9](=[O:30])[C:10]([NH:12][C:13]1[CH:28]=[CH:27][C:16]([O:17][C:18]2[CH:23]=[CH:22][N:21]=[C:20](C(N)=O)[CH:19]=2)=[C:15]([F:29])[CH:14]=1)=[O:11])[C:2]1[CH:7]=[CH:6][CH:5]=[CH:4][CH:3]=1.O.[N:32]1C=CC=CC=1.FC(F)(F)C(OI(C1C=CC=CC=1)OC(=O)C(F)(F)F)=O, predict the reaction product. The product is: [NH2:32][C:20]1[CH:19]=[C:18]([O:17][C:16]2[CH:27]=[CH:28][C:13]([NH:12][C:10](=[O:11])[C:9]([NH:8][CH2:1][C:2]3[CH:7]=[CH:6][CH:5]=[CH:4][CH:3]=3)=[O:30])=[CH:14][C:15]=2[F:29])[CH:23]=[CH:22][N:21]=1. (3) Given the reactants [O:1]1CCO[CH:2]1[CH2:6][N:7]1[C:16]2[C:11](=[CH:12][CH:13]=[N:14][CH:15]=2)[CH:10]=[CH:9][C:8]1=[O:17].FC(F)(F)C(O)=O, predict the reaction product. The product is: [O:17]=[C:8]1[CH:9]=[CH:10][C:11]2[C:16](=[CH:15][N:14]=[CH:13][CH:12]=2)[N:7]1[CH2:6][CH:2]=[O:1]. (4) Given the reactants [C:1]([C:5]1[CH:10]=[CH:9][C:8]([NH:11][C:12]([C:14]2[C:15]([S:20][CH:21]([NH:28][C:29](=[O:32])[CH2:30]Cl)[C:22]3[CH:27]=[CH:26][N:25]=[CH:24][CH:23]=3)=[N:16][CH:17]=[CH:18][CH:19]=2)=[O:13])=[CH:7][CH:6]=1)([CH3:4])([CH3:3])[CH3:2].C(OCC)(=O)C.[NH:39]1[CH2:44][CH2:43][O:42][CH2:41][CH2:40]1, predict the reaction product. The product is: [C:1]([C:5]1[CH:10]=[CH:9][C:8]([NH:11][C:12]([C:14]2[C:15]([S:20][CH:21]([NH:28][C:29](=[O:32])[CH2:30][N:39]3[CH2:44][CH2:43][O:42][CH2:41][CH2:40]3)[C:22]3[CH:27]=[CH:26][N:25]=[CH:24][CH:23]=3)=[N:16][CH:17]=[CH:18][CH:19]=2)=[O:13])=[CH:7][CH:6]=1)([CH3:4])([CH3:3])[CH3:2]. (5) Given the reactants [CH3:1][O:2][C:3]1[CH:11]=[CH:10][CH:9]=[CH:8][C:4]=1[CH2:5][NH:6][CH3:7].C12(CS(O)(=O)=O)C(C)(C)C(CC1)CC2=O.[C:27]1(=[S:32])[O:31][CH2:30][CH2:29][CH2:28]1, predict the reaction product. The product is: [SH:31][CH2:30][CH2:29][CH2:28][C:27]([N:6]([CH2:5][C:4]1[CH:8]=[CH:9][CH:10]=[CH:11][C:3]=1[O:2][CH3:1])[CH3:7])=[O:32]. (6) Given the reactants [NH2:1][C:2]1[CH:7]=[CH:6][C:5]([N:8]2[CH:13]=[CH:12][N:11]=[CH:10][C:9]2=[O:14])=[CH:4][CH:3]=1.Cl.Cl[CH2:17][CH2:18][NH:19][CH2:20][CH2:21]Cl.C(=O)([O-])[O-].[K+].[K+], predict the reaction product. The product is: [N:1]1([C:2]2[CH:3]=[CH:4][C:5]([N:8]3[CH:13]=[CH:12][N:11]=[CH:10][C:9]3=[O:14])=[CH:6][CH:7]=2)[CH2:21][CH2:20][NH:19][CH2:18][CH2:17]1. (7) Given the reactants [CH3:1][O:2][C:3]1[C:12]([NH:13][C:14](=[O:18])OCC)=[N:11][C:10]2[C:5](=[CH:6][CH:7]=[C:8]([O:19][CH3:20])[CH:9]=2)[N:4]=1.[C:21]([C:23]1[CH:28]=[CH:27][CH:26]=[CH:25][C:24]=1[N:29]1[CH2:34][CH2:33][NH:32][CH2:31][CH2:30]1)#[N:22], predict the reaction product. The product is: [CH3:1][O:2][C:3]1[C:12]([NH:13][C:14]([N:32]2[CH2:31][CH2:30][N:29]([C:24]3[CH:25]=[CH:26][CH:27]=[CH:28][C:23]=3[C:21]#[N:22])[CH2:34][CH2:33]2)=[O:18])=[N:11][C:10]2[C:5](=[CH:6][CH:7]=[C:8]([O:19][CH3:20])[CH:9]=2)[N:4]=1. (8) The product is: [CH3:1][O:2][C:3]([C:5]1[S:6][C:7]([Br:14])=[CH:8][C:9]=1[N:10]([C:18](=[O:19])[C:17]1[CH:21]=[CH:22][C:23]([Cl:25])=[CH:24][C:16]=1[Cl:15])[CH:11]([CH3:12])[CH3:13])=[O:4]. Given the reactants [CH3:1][O:2][C:3]([C:5]1[S:6][C:7]([Br:14])=[CH:8][C:9]=1[NH:10][CH:11]([CH3:13])[CH3:12])=[O:4].[Cl:15][C:16]1[CH:24]=[C:23]([Cl:25])[CH:22]=[CH:21][C:17]=1[C:18](Cl)=[O:19].ClNC(=O)CCC(N)=O.C1(P(C2C=CC=CC=2)C2C=CC=CC=2)C=CC=CC=1, predict the reaction product. (9) Given the reactants [F:1][C:2]([F:30])([F:29])[O:3][C:4]1[CH:9]=[CH:8][C:7]([CH2:10][C:11]([NH:13][CH2:14][C:15]2[CH:20]=[CH:19][C:18]([C:21]3[O:22][CH:23]=[C:24]([C:26]([OH:28])=O)[N:25]=3)=[CH:17][CH:16]=2)=[O:12])=[CH:6][CH:5]=1.F[P-](F)(F)(F)(F)F.[N:38]1(O[P+](N2CCCC2)(N2CCCC2)N2CCCC2)[C:42]2C=[CH:44][CH:45]=[CH:46][C:41]=2N=N1.CCN(C(C)C)C(C)C.N1CCCCC1, predict the reaction product. The product is: [N:38]1([C:26]([C:24]2[N:25]=[C:21]([C:18]3[CH:17]=[CH:16][C:15]([CH2:14][NH:13][C:11](=[O:12])[CH2:10][C:7]4[CH:6]=[CH:5][C:4]([O:3][C:2]([F:29])([F:1])[F:30])=[CH:9][CH:8]=4)=[CH:20][CH:19]=3)[O:22][CH:23]=2)=[O:28])[CH2:44][CH2:45][CH2:46][CH2:41][CH2:42]1. (10) Given the reactants [Cl:1][C:2]1[CH:3]=[C:4]2[C:9](=[CH:10][CH:11]=1)[N:8]=[C:7]([NH:12][C:13](=[O:17])OCC)[C:6]([O:18][CH3:19])=[N:5]2.[CH3:20][O:21][C:22]1[CH:23]=[C:24]([N:30]2[CH2:35][CH2:34][NH:33][CH2:32][CH2:31]2)[CH:25]=[C:26]([O:28][CH3:29])[CH:27]=1, predict the reaction product. The product is: [Cl:1][C:2]1[CH:3]=[C:4]2[C:9](=[CH:10][CH:11]=1)[N:8]=[C:7]([NH:12][C:13]([N:33]1[CH2:32][CH2:31][N:30]([C:24]3[CH:23]=[C:22]([O:21][CH3:20])[CH:27]=[C:26]([O:28][CH3:29])[CH:25]=3)[CH2:35][CH2:34]1)=[O:17])[C:6]([O:18][CH3:19])=[N:5]2.